Dataset: Forward reaction prediction with 1.9M reactions from USPTO patents (1976-2016). Task: Predict the product of the given reaction. (1) Given the reactants Cl[C:2]1[CH:7]=[C:6]([O:8][CH3:9])[N:5]=[CH:4][N:3]=1.[Cl:10][C:11]1[CH:12]=[CH:13][C:14]([F:20])=[C:15](B(O)O)[CH:16]=1.C([O-])([O-])=O.[Na+].[Na+], predict the reaction product. The product is: [Cl:10][C:11]1[CH:16]=[CH:15][C:14]([F:20])=[C:13]([C:2]2[CH:7]=[C:6]([O:8][CH3:9])[N:5]=[CH:4][N:3]=2)[CH:12]=1. (2) Given the reactants CS[C:3]1[N:4]=[C:5]([CH2:12][C:13]2[CH:18]=[CH:17][CH:16]=[C:15]([C:19]([F:22])([F:21])[F:20])[CH:14]=2)[NH:6][C:7](=[O:11])[C:8]=1[C:9]#[N:10].[NH:23]1[CH2:28][CH2:27][CH2:26][CH2:25][CH2:24]1, predict the reaction product. The product is: [O:11]=[C:7]1[NH:6][C:5]([CH2:12][C:13]2[CH:18]=[CH:17][CH:16]=[C:15]([C:19]([F:22])([F:21])[F:20])[CH:14]=2)=[N:4][C:3]([N:23]2[CH2:28][CH2:27][CH2:26][CH2:25][CH2:24]2)=[C:8]1[C:9]#[N:10]. (3) Given the reactants [C:1]([O:5][C:6]([NH:8][CH2:9][CH2:10][CH2:11][NH:12][C:13]([C:15]1[S:19][C:18]([C:20]([OH:22])=O)=[CH:17][CH:16]=1)=[O:14])=[O:7])([CH3:4])([CH3:3])[CH3:2].[C:23]([O:27][C:28](=[O:38])[CH2:29][CH:30]([NH2:37])[C:31]1[CH:36]=[CH:35][CH:34]=[CH:33][CH:32]=1)([CH3:26])([CH3:25])[CH3:24].CN(C(ON1N=NC2C=CC=NC1=2)=[N+](C)C)C.F[P-](F)(F)(F)(F)F.N1C(C)=CC(C)=CC=1C, predict the reaction product. The product is: [C:23]([O:27][C:28](=[O:38])[CH2:29][CH:30]([NH:37][C:20]([C:18]1[S:19][C:15]([C:13](=[O:14])[NH:12][CH2:11][CH2:10][CH2:9][NH:8][C:6]([O:5][C:1]([CH3:2])([CH3:3])[CH3:4])=[O:7])=[CH:16][CH:17]=1)=[O:22])[C:31]1[CH:36]=[CH:35][CH:34]=[CH:33][CH:32]=1)([CH3:26])([CH3:24])[CH3:25]. (4) Given the reactants C1C(=O)N(Br)C(=O)C1.[Cl:9][C:10]1[N:15]=[C:14]([CH2:16][C:17]([C:19]2[C:20]([F:37])=[C:21]([NH:25][S:26]([C:29]3[CH:34]=[C:33]([F:35])[CH:32]=[CH:31][C:30]=3[F:36])(=[O:28])=[O:27])[CH:22]=[CH:23][CH:24]=2)=O)[CH:13]=[CH:12][N:11]=1.[NH2:38][C:39]([N:41]1[CH2:46][CH2:45][N:44]([C:47]([O:49][C:50]([CH3:53])([CH3:52])[CH3:51])=[O:48])[CH2:43][CH2:42]1)=[S:40].O, predict the reaction product. The product is: [Cl:9][C:10]1[N:15]=[C:14]([C:16]2[S:40][C:39]([N:41]3[CH2:42][CH2:43][N:44]([C:47]([O:49][C:50]([CH3:53])([CH3:52])[CH3:51])=[O:48])[CH2:45][CH2:46]3)=[N:38][C:17]=2[C:19]2[CH:24]=[CH:23][CH:22]=[C:21]([NH:25][S:26]([C:29]3[CH:34]=[C:33]([F:35])[CH:32]=[CH:31][C:30]=3[F:36])(=[O:28])=[O:27])[C:20]=2[F:37])[CH:13]=[CH:12][N:11]=1. (5) Given the reactants C([O:3][C:4](=[O:34])[C:5]1[CH:10]=[CH:9][C:8]([S:11]([CH2:14][CH2:15][CH2:16][N:17]2[C:25]3[C:24]([CH3:26])=[C:23]([CH3:27])[N:22]4[N:28]=[N:29][N:30]=[C:21]4[C:20]=3[N:19]=[C:18]2[CH2:31][CH2:32][CH3:33])(=[O:13])=[O:12])=[CH:7][CH:6]=1)C.[OH-].[Na+], predict the reaction product. The product is: [CH3:27][C:23]1[N:22]2[N:28]=[N:29][N:30]=[C:21]2[C:20]2[N:19]=[C:18]([CH2:31][CH2:32][CH3:33])[N:17]([CH2:16][CH2:15][CH2:14][S:11]([C:8]3[CH:9]=[CH:10][C:5]([C:4]([OH:34])=[O:3])=[CH:6][CH:7]=3)(=[O:12])=[O:13])[C:25]=2[C:24]=1[CH3:26]. (6) Given the reactants [NH2:1][C:2]1[CH:3]=[CH:4][C:5]2[C:6]3[N:14]=[C:13]([C:15]4[CH:20]=[CH:19][CH:18]=[C:17]([C:21]([F:24])([F:23])[F:22])[CH:16]=4)[CH:12]=[C:11]([C:25]([NH2:27])=[O:26])[C:7]=3[NH:8][C:9]=2[CH:10]=1.[CH3:28][N:29]1[CH2:34][CH2:33][C:32](=O)[CH2:31][CH2:30]1, predict the reaction product. The product is: [CH3:28][N:29]1[CH2:34][CH2:33][CH:32]([NH:1][C:2]2[CH:3]=[CH:4][C:5]3[C:6]4[N:14]=[C:13]([C:15]5[CH:20]=[CH:19][CH:18]=[C:17]([C:21]([F:24])([F:23])[F:22])[CH:16]=5)[CH:12]=[C:11]([C:25]([NH2:27])=[O:26])[C:7]=4[NH:8][C:9]=3[CH:10]=2)[CH2:31][CH2:30]1. (7) Given the reactants Cl.C(OC([N:9]1[CH2:14][CH2:13][CH:12]([C:15]2[CH:20]=[CH:19][CH:18]=[CH:17][C:16]=2[S:21][C:22]2[C:30]3[C:25](=[CH:26][CH:27]=[CH:28][CH:29]=3)[NH:24][CH:23]=2)[CH2:11][CH2:10]1)=O)(C)(C)C.C([O-])(O)=O.[Na+], predict the reaction product. The product is: [NH:9]1[CH2:14][CH2:13][CH:12]([C:15]2[CH:20]=[CH:19][CH:18]=[CH:17][C:16]=2[S:21][C:22]2[C:30]3[C:25](=[CH:26][CH:27]=[CH:28][CH:29]=3)[NH:24][CH:23]=2)[CH2:11][CH2:10]1. (8) Given the reactants [CH2:1]([C@H:8]1[CH2:12][O:11][C:10](=[O:13])[N:9]1[C:14]([CH:16]([CH2:25][CH2:26][OH:27])[CH2:17][C:18]([O:20][C:21]([CH3:24])([CH3:23])[CH3:22])=[O:19])=[O:15])[C:2]1[CH:7]=[CH:6][CH:5]=[CH:4][CH:3]=1.CN(C=O)C.N1C=CN=C1.[C:38]([Si:42](Cl)([C:49]1[CH:54]=[CH:53][CH:52]=[CH:51][CH:50]=1)[C:43]1[CH:48]=[CH:47][CH:46]=[CH:45][CH:44]=1)([CH3:41])([CH3:40])[CH3:39], predict the reaction product. The product is: [CH2:1]([C@H:8]1[CH2:12][O:11][C:10](=[O:13])[N:9]1[C:14]([CH:16]([CH2:25][CH2:26][O:27][Si:42]([C:38]([CH3:41])([CH3:40])[CH3:39])([C:49]1[CH:50]=[CH:51][CH:52]=[CH:53][CH:54]=1)[C:43]1[CH:48]=[CH:47][CH:46]=[CH:45][CH:44]=1)[CH2:17][C:18]([O:20][C:21]([CH3:23])([CH3:22])[CH3:24])=[O:19])=[O:15])[C:2]1[CH:3]=[CH:4][CH:5]=[CH:6][CH:7]=1. (9) The product is: [CH3:1][O:2][C:3]1[CH:4]=[C:5]([S:26]([Cl:21])(=[O:29])=[O:27])[CH:6]=[C:7]([C:9]([F:12])([F:11])[F:10])[CH:8]=1. Given the reactants [CH3:1][O:2][C:3]1[CH:4]=[C:5](N)[CH:6]=[C:7]([C:9]([F:12])([F:11])[F:10])[CH:8]=1.FC(F)(F)C(O)=O.[ClH:21].N([O-])=O.[Na+].[S:26](=[O:29])(O)[OH:27], predict the reaction product.